This data is from Forward reaction prediction with 1.9M reactions from USPTO patents (1976-2016). The task is: Predict the product of the given reaction. (1) Given the reactants [CH2:1]([N:3]1[C:12]2[CH:11]=[CH:10][C:9](I)=[CH:8][C:7]=2[C:6]2=[N:14][N:15]([CH:18]3[CH2:23][CH2:22][CH2:21][CH2:20][O:19]3)[C:16]([CH3:17])=[C:5]2[C:4]1=[O:24])[CH3:2].C(=O)([O-])[O-].[Na+].[Na+].[CH:31]([C:33]1[S:37][C:36](B(O)O)=[CH:35][CH:34]=1)=[O:32], predict the reaction product. The product is: [CH2:1]([N:3]1[C:12]2[CH:11]=[CH:10][C:9]([C:36]3[S:37][C:33]([CH:31]=[O:32])=[CH:34][CH:35]=3)=[CH:8][C:7]=2[C:6]2=[N:14][N:15]([CH:18]3[CH2:23][CH2:22][CH2:21][CH2:20][O:19]3)[C:16]([CH3:17])=[C:5]2[C:4]1=[O:24])[CH3:2]. (2) Given the reactants [CH2:1]([O:8][C:9]([NH:11][C@H:12]1[CH2:17][CH2:16][CH2:15][C@@H:14]([NH:18]C(=O)OC)[CH2:13]1)=[O:10])C1C=CC=CC=1, predict the reaction product. The product is: [NH2:18][C@H:14]1[CH2:15][CH2:16][CH2:17][C@@H:12]([NH:11][C:9](=[O:10])[O:8][CH3:1])[CH2:13]1. (3) Given the reactants [Cl:1][C:2]1[CH:3]=[C:4]([C:9]2[CH2:13][C:12](=[O:14])[N:11]([CH:15]([C:17]3[CH:27]=[CH:26][C:20]([C:21](OCC)=[O:22])=[CH:19][CH:18]=3)[CH3:16])[N:10]=2)[CH:5]=[C:6]([Cl:8])[CH:7]=1.[OH-].[Na+].Cl.[Na+].[Cl-].CCN(C(C)C)C(C)C.Cl.[C:43]([O:47][C:48](=[O:52])[CH2:49][CH2:50][NH2:51])([CH3:46])([CH3:45])[CH3:44].C1CN([P+](ON2N=NC3C=CC=CC2=3)(N2CCCC2)N2CCCC2)CC1.F[P-](F)(F)(F)(F)F, predict the reaction product. The product is: [Cl:1][C:2]1[CH:3]=[C:4]([C:9]2[CH2:13][C:12](=[O:14])[N:11]([CH:15]([C:17]3[CH:18]=[CH:19][C:20]([C:21]([NH:51][CH2:50][CH2:49][C:48]([O:47][C:43]([CH3:46])([CH3:45])[CH3:44])=[O:52])=[O:22])=[CH:26][CH:27]=3)[CH3:16])[N:10]=2)[CH:5]=[C:6]([Cl:8])[CH:7]=1. (4) Given the reactants [CH3:1][O:2][C:3]1[CH:4]=[C:5]2[C:10](=[CH:11][CH:12]=1)[C:9](O)=[N:8][C:7]([C:14]([F:17])([F:16])[F:15])=[CH:6]2.O=P(Cl)(Cl)[Cl:20], predict the reaction product. The product is: [Cl:20][C:9]1[C:10]2[C:5](=[CH:4][C:3]([O:2][CH3:1])=[CH:12][CH:11]=2)[CH:6]=[C:7]([C:14]([F:17])([F:16])[F:15])[N:8]=1. (5) The product is: [CH:1]1([N:7]([CH3:17])[C:8]2[N:13]=[CH:12][N:11]=[C:10]([C:14]([NH:18][C:19]3[C:28]4[C:23](=[CH:24][CH:25]=[CH:26][CH:27]=4)[N:22]=[CH:21][CH:20]=3)=[O:16])[CH:9]=2)[CH2:2][CH2:3][CH2:4][CH2:5][CH2:6]1. Given the reactants [CH:1]1([N:7]([CH3:17])[C:8]2[N:13]=[CH:12][N:11]=[C:10]([C:14]([OH:16])=O)[CH:9]=2)[CH2:6][CH2:5][CH2:4][CH2:3][CH2:2]1.[NH2:18][C:19]1[C:28]2[C:23](=[CH:24][CH:25]=[CH:26][CH:27]=2)[N:22]=[CH:21][CH:20]=1, predict the reaction product. (6) Given the reactants Br[CH2:2][CH2:3][C:4]#[C:5][CH2:6][O:7][Si:8]([C:21]([CH3:24])([CH3:23])[CH3:22])([C:15]1[CH:20]=[CH:19][CH:18]=[CH:17][CH:16]=1)[C:9]1[CH:14]=[CH:13][CH:12]=[CH:11][CH:10]=1.[P:25](OCC)([O:30][CH2:31][CH3:32])([O:27][CH2:28][CH3:29])=[O:26], predict the reaction product. The product is: [CH2:28]([O:27][P:25]([CH2:2][CH2:3][C:4]#[C:5][CH2:6][O:7][Si:8]([C:21]([CH3:24])([CH3:23])[CH3:22])([C:15]1[CH:20]=[CH:19][CH:18]=[CH:17][CH:16]=1)[C:9]1[CH:14]=[CH:13][CH:12]=[CH:11][CH:10]=1)(=[O:26])[O:30][CH2:31][CH3:32])[CH3:29].